The task is: Predict the product of the given reaction.. This data is from Forward reaction prediction with 1.9M reactions from USPTO patents (1976-2016). (1) Given the reactants [C:1](=[O:4])([O-])[O-].[K+].[K+].CN(C=O)C.[Cl:12][C:13]1[CH:14]=[CH:15][C:16]([NH:23][C:24](=[O:27])[CH2:25]Cl)=[C:17]([CH:22]=1)[C:18]([O:20][CH3:21])=[O:19].[Br:28][C:29]1[CH:34]=C[CH:32]=[CH:31][C:30]=1O, predict the reaction product. The product is: [Br:28][C:29]1[CH:34]=[C:1]([CH:32]=[CH:31][CH:30]=1)[O:4][CH2:25][C:24]([NH:23][C:16]1[CH:15]=[CH:14][C:13]([Cl:12])=[CH:22][C:17]=1[C:18]([O:20][CH3:21])=[O:19])=[O:27]. (2) Given the reactants [F:1][C:2]([F:17])([F:16])[C:3]1[N:8]=[N:7][C:6]([C:9]2[CH:14]=[CH:13][NH:12][C:11](=[O:15])[CH:10]=2)=[CH:5][CH:4]=1.Br[C:19]1[CH:20]=[CH:21][C:22]2[C:23]3[CH2:33][CH2:32][N:31]([C:34]([O:36][C:37]([CH3:40])([CH3:39])[CH3:38])=[O:35])[CH2:30][CH2:29][C:24]=3[N:25]([CH3:28])[C:26]=2[CH:27]=1.OC1C=CC=C2C=1N=CC=C2.C([O-])([O-])=O.[Cs+].[Cs+], predict the reaction product. The product is: [CH3:28][N:25]1[C:26]2[CH:27]=[C:19]([N:12]3[CH:13]=[CH:14][C:9]([C:6]4[N:7]=[N:8][C:3]([C:2]([F:1])([F:16])[F:17])=[CH:4][CH:5]=4)=[CH:10][C:11]3=[O:15])[CH:20]=[CH:21][C:22]=2[C:23]2[CH2:33][CH2:32][N:31]([C:34]([O:36][C:37]([CH3:40])([CH3:39])[CH3:38])=[O:35])[CH2:30][CH2:29][C:24]1=2. (3) Given the reactants [N+:1]([CH3:4])([O-:3])=[O:2].C[O-].[Na+].[C:8]([Si:12]([CH3:33])([CH3:32])[O:13][CH2:14][CH2:15][C:16]([CH3:31])([CH3:30])[CH2:17]/[CH:18]=[C:19]1\[C:20](=[O:29])[NH:21][C:22]2[C:27]\1=[CH:26][CH:25]=[C:24]([Cl:28])[CH:23]=2)([CH3:11])([CH3:10])[CH3:9].C(O)(=O)C, predict the reaction product. The product is: [C:8]([Si:12]([CH3:32])([CH3:33])[O:13][CH2:14][CH2:15][C:16]([CH3:31])([CH3:30])[CH2:17][CH:18]([CH:19]1[C:27]2[C:22](=[CH:23][C:24]([Cl:28])=[CH:25][CH:26]=2)[NH:21][C:20]1=[O:29])[CH2:4][N+:1]([O-:3])=[O:2])([CH3:10])([CH3:9])[CH3:11]. (4) Given the reactants [Cl:1][C:2]1[CH:11]=[CH:10][C:9]2[NH:8][CH2:7][C:6](=[O:12])[N:5]3[CH:13]([CH2:16][N:17]4[CH2:22][CH2:21][CH:20]([NH:23][CH2:24][C:25]5[N:30]=[CH:29][C:28]6[O:31][CH2:32][CH2:33][O:34][C:27]=6[CH:26]=5)[CH2:19][CH2:18]4)[CH2:14][O:15][C:3]=1[C:4]=23, predict the reaction product. The product is: [ClH:1].[ClH:1].[Cl:1][C:2]1[CH:11]=[CH:10][C:9]2[N:8]=[CH:7][C:6](=[O:12])[N:5]3[CH:13]([CH2:16][N:17]4[CH2:18][CH2:19][CH:20]([NH:23][CH2:24][C:25]5[N:30]=[CH:29][C:28]6[O:31][CH2:32][CH2:33][O:34][C:27]=6[CH:26]=5)[CH2:21][CH2:22]4)[CH2:14][O:15][C:3]=1[C:4]=23.